This data is from Reaction yield outcomes from USPTO patents with 853,638 reactions. The task is: Predict the reaction yield, written as a fraction of the theoretical maximum amount of product (1.0 means a 100% yield; for example, 0.34 means a 34% yield). (1) The reactants are [Cl:1][C:2]1[C:3]([CH2:24][NH2:25])=[N:4][CH:5]=[C:6](/[CH:8]=[CH:9]/[CH:10]([C:15]2[CH:20]=[C:19]([Cl:21])[C:18]([Cl:22])=[C:17]([Cl:23])[CH:16]=2)[C:11]([F:14])([F:13])[F:12])[CH:7]=1.[F:26][C:27]([F:33])([F:32])[CH2:28][C:29](O)=[O:30].CCN=C=NCCCN(C)C.Cl.C1C=CC2N(O)N=NC=2C=1.O.CCN(C(C)C)C(C)C. The catalyst is C(Cl)Cl. The product is [Cl:1][C:2]1[C:3]([CH2:24][NH:25][C:29](=[O:30])[CH2:28][C:27]([F:33])([F:32])[F:26])=[N:4][CH:5]=[C:6](/[CH:8]=[CH:9]/[CH:10]([C:15]2[CH:20]=[C:19]([Cl:21])[C:18]([Cl:22])=[C:17]([Cl:23])[CH:16]=2)[C:11]([F:14])([F:12])[F:13])[CH:7]=1. The yield is 0.350. (2) The reactants are Br[C:2]1[N:3]=[CH:4][C:5]([S:8]([NH:11][CH3:12])(=[O:10])=[O:9])=[N:6][CH:7]=1.[OH:13][CH2:14][C@@H:15]1[O:19][C:18]([C:20]2[NH:24][C:23]([C:25]3[CH:26]=[C:27]([OH:37])[CH:28]=[C:29]([O:31][C@@H:32]([CH3:36])[CH2:33][O:34][CH3:35])[CH:30]=3)=[CH:22][CH:21]=2)=[N:17][CH2:16]1.C(=O)([O-])[O-].[K+].[K+].O. The catalyst is C(#N)C.C(OCC)(=O)C. The product is [OH:13][CH2:14][C@@H:15]1[O:19][C:18]([C:20]2[NH:24][C:23]([C:25]3[CH:26]=[C:27]([CH:28]=[C:29]([O:31][C@@H:32]([CH3:36])[CH2:33][O:34][CH3:35])[CH:30]=3)[O:37][C:2]3[N:3]=[CH:4][C:5]([S:8]([NH:11][CH3:12])(=[O:10])=[O:9])=[N:6][CH:7]=3)=[CH:22][CH:21]=2)=[N:17][CH2:16]1. The yield is 0.540. (3) The reactants are Br[C:2]1[O:6][C:5]([C:7]2[C:12]([F:13])=[CH:11][CH:10]=[CH:9][C:8]=2[F:14])=[N:4][C:3]=1[C:15]([NH2:17])=[O:16].[C:18]1(B(O)O)[CH:23]=[CH:22][CH:21]=[CH:20][CH:19]=1.C(=O)([O-])[O-].[Na+].[Na+]. The catalyst is C(#N)C.C1C=CC(P(C2C=CC=CC=2)[C-]2C=CC=C2)=CC=1.C1C=CC(P(C2C=CC=CC=2)[C-]2C=CC=C2)=CC=1.Cl[Pd]Cl.[Fe+2]. The product is [F:14][C:8]1[CH:9]=[CH:10][CH:11]=[C:12]([F:13])[C:7]=1[C:5]1[O:6][C:2]([C:18]2[CH:23]=[CH:22][CH:21]=[CH:20][CH:19]=2)=[C:3]([C:15]([NH2:17])=[O:16])[N:4]=1. The yield is 0.0800. (4) The reactants are [NH:1]1[C:11]2[C:6](=[CH:7][CH:8]=[CH:9][CH:10]=2)[C:4](=[O:5])[C:2]1=[O:3].[CH3:12][O:13][C:14]1[CH:15]=[C:16](B(O)O)[CH:17]=[CH:18][CH:19]=1.N1C=CC=CC=1.C(OCC)(=O)C.CCCCCC. The product is [CH3:12][O:13][C:14]1[CH:19]=[C:18]([N:1]2[C:11]3[C:6](=[CH:7][CH:8]=[CH:9][CH:10]=3)[C:4](=[O:5])[C:2]2=[O:3])[CH:17]=[CH:16][CH:15]=1. The yield is 0.810. The catalyst is ClCCl.C([O-])(=O)C.[Cu+2].C([O-])(=O)C. (5) The reactants are [F:1][C:2]1[CH:34]=[CH:33][C:5]([CH2:6][NH:7][C:8]([C:10]2[N:15]=[C:14]([CH3:16])[N:13]=[C:12]([C:17]3[CH2:21][CH:20]([C:22]4[CH:23]=[CH:24][C:25](=[O:32])[N:26]([CH2:28][C:29]([OH:31])=O)[CH:27]=4)[O:19][N:18]=3)[CH:11]=2)=[O:9])=[CH:4][C:3]=1[O:35][CH3:36].[CH:37]1([NH2:40])[CH2:39][CH2:38]1.CCN=C=NCCCN(C)C.Cl.C1C=CC2N(O)N=NC=2C=1.CCN(C(C)C)C(C)C. The catalyst is CN(C=O)C. The product is [CH:37]1([NH:40][C:29](=[O:31])[CH2:28][N:26]2[C:25](=[O:32])[CH:24]=[CH:23][C:22]([CH:20]3[O:19][N:18]=[C:17]([C:12]4[N:13]=[C:14]([CH3:16])[N:15]=[C:10]([C:8]([NH:7][CH2:6][C:5]5[CH:33]=[CH:34][C:2]([F:1])=[C:3]([O:35][CH3:36])[CH:4]=5)=[O:9])[CH:11]=4)[CH2:21]3)=[CH:27]2)[CH2:39][CH2:38]1. The yield is 0.0973. (6) The reactants are [C:1]([C:3]1[N:4]=[CH:5][C:6]([NH:9][C:10]2[CH:15]=[C:14]([NH:16][CH2:17][CH:18]3[CH2:23][CH2:22][CH2:21][N:20]([C:24]([O:26][C:27]([CH3:30])([CH3:29])[CH3:28])=[O:25])[CH2:19]3)[C:13]([N+:31]([O-])=O)=[CH:12][N:11]=2)=[N:7][CH:8]=1)#[N:2].O.[Sn](Cl)Cl. The catalyst is C(O)C. The product is [NH2:31][C:13]1[C:14]([NH:16][CH2:17][CH:18]2[CH2:23][CH2:22][CH2:21][N:20]([C:24]([O:26][C:27]([CH3:30])([CH3:29])[CH3:28])=[O:25])[CH2:19]2)=[CH:15][C:10]([NH:9][C:6]2[CH:5]=[N:4][C:3]([C:1]#[N:2])=[CH:8][N:7]=2)=[N:11][CH:12]=1. The yield is 0.560.